From a dataset of Catalyst prediction with 721,799 reactions and 888 catalyst types from USPTO. Predict which catalyst facilitates the given reaction. (1) Reactant: C([Si]([O:8][CH2:9][CH2:10][O:11][C@@H:12]1[CH2:28][C@H:27]2[C@@:15]([CH3:38])([C@@H:16]3[C@@H:24]([CH2:25][CH2:26]2)[C@H:23]2[C@@:19]([CH3:37])([C@@H:20]([C@H:29]([CH3:36])[CH2:30][CH2:31][CH2:32][CH:33]([CH3:35])[CH3:34])[CH2:21][CH2:22]2)[CH2:18][CH2:17]3)[CH2:14][CH2:13]1)(C)C)(C)(C)C.[F-].C([N+](CCCC)(CCCC)CCCC)CCC. Product: [CH3:36][C@@H:29]([C@@H:20]1[C@:19]2([CH3:37])[C@H:23]([C@H:24]3[C@H:16]([CH2:17][CH2:18]2)[C@:15]2([CH3:38])[C@H:27]([CH2:28][C@@H:12]([O:11][CH2:10][CH2:9][OH:8])[CH2:13][CH2:14]2)[CH2:26][CH2:25]3)[CH2:22][CH2:21]1)[CH2:30][CH2:31][CH2:32][CH:33]([CH3:34])[CH3:35]. The catalyst class is: 1. (2) Reactant: [C:1]([C:5]1[O:6][C:7]2[C:13]([S:14](Cl)(=[O:16])=[O:15])=[C:12]([Cl:18])[CH:11]=[CH:10][C:8]=2[N:9]=1)([CH3:4])([CH3:3])[CH3:2].C(N(CC)CC)C.[CH3:26][N:27]1[CH2:32][CH2:31][NH:30][CH2:29][CH2:28]1. Product: [C:1]([C:5]1[O:6][C:7]2[C:13]([S:14]([N:30]3[CH2:31][CH2:32][N:27]([CH3:26])[CH2:28][CH2:29]3)(=[O:16])=[O:15])=[C:12]([Cl:18])[CH:11]=[CH:10][C:8]=2[N:9]=1)([CH3:4])([CH3:3])[CH3:2]. The catalyst class is: 1. (3) Reactant: Br[C:2]1[CH:12]=[N:11][C:10]2[NH:9][C:8](=[O:13])[C:7]([CH3:15])([CH3:14])[CH2:6][O:5][C:4]=2[CH:3]=1.[C:16]([O:20][C:21]([CH3:24])([CH3:23])[CH3:22])(=[O:19])[CH:17]=[CH2:18].CCN(C(C)C)C(C)C.CC1C=CC=CC=1P(C1C=CC=CC=1C)C1C=CC=CC=1C. Product: [CH3:14][C:7]1([CH3:15])[CH2:6][O:5][C:4]2[CH:3]=[C:2](/[CH:18]=[CH:17]/[C:16]([O:20][C:21]([CH3:24])([CH3:23])[CH3:22])=[O:19])[CH:12]=[N:11][C:10]=2[NH:9][C:8]1=[O:13]. The catalyst class is: 416. (4) Reactant: C1(P(C2CCCCC2)C2CCCCC2)CCCCC1.[F:20][C:21]1[C:30]([F:31])=[C:29](B2OC(C)(C)C(C)(C)O2)[CH:28]=[C:27]2[C:22]=1[N:23]=[CH:24][CH:25]=[N:26]2.[CH3:41][O:42][C:43]([C:45]1[CH:50]=[CH:49][CH:48]=[CH:47][C:46]=1[NH:51][C:52]1[N:56]([C:57]2[CH:62]=[CH:61][CH:60]=[CH:59][CH:58]=2)[N:55]=[C:54]([CH3:63])[C:53]=1Br)=[O:44].P([O-])([O-])([O-])=O.[K+].[K+].[K+]. Product: [CH3:41][O:42][C:43]([C:45]1[CH:50]=[CH:49][CH:48]=[CH:47][C:46]=1[NH:51][C:52]1[N:56]([C:57]2[CH:62]=[CH:61][CH:60]=[CH:59][CH:58]=2)[N:55]=[C:54]([CH3:63])[C:53]=1[C:29]1[CH:28]=[C:27]2[C:22](=[C:21]([F:20])[C:30]=1[F:31])[N:23]=[CH:24][CH:25]=[N:26]2)=[O:44]. The catalyst class is: 127. (5) Reactant: Cl.[OH:2][NH2:3].CC([O-])=O.[Na+].[CH3:9][O:10][C:11]1[CH:12]=[C:13]([CH:16]=[CH:17][C:18]=1[O:19][CH3:20])[CH:14]=O. Product: [CH3:9][O:10][C:11]1[CH:12]=[C:13]([CH:16]=[CH:17][C:18]=1[O:19][CH3:20])[CH:14]=[N:3][OH:2]. The catalyst class is: 14. (6) Reactant: [C:1]([O:5][C:6]([NH:8][C@@H:9]([CH2:13][C:14]([F:17])([F:16])[CH3:15])[C:10]([OH:12])=O)=[O:7])([CH3:4])([CH3:3])[CH3:2].[CH:18]1C=[N:22][C:21]2N(O)N=[N:26][C:20]=2[CH:19]=1.CCN=C=NCCCN(C)C. Product: [C:21]([C:20]1([NH:26][C:10]([C@@H:9]([NH:8][C:6](=[O:7])[O:5][C:1]([CH3:2])([CH3:3])[CH3:4])[CH2:13][C:14]([F:17])([F:16])[CH3:15])=[O:12])[CH2:19][CH2:18]1)#[N:22]. The catalyst class is: 4. (7) Reactant: [CH3:1][C:2]1([CH3:28])[CH2:7][CH:6]([N:8]2[C:16](=[O:17])[C:15]3[C:10](=[CH:11][CH:12]=[CH:13][CH:14]=3)[C:9]2=[O:18])[CH:5]=[C:4]([C:19]2[CH:24]=[CH:23][N:22]=[CH:21][C:20]=2[N+:25]([O-])=O)[CH2:3]1. Product: [NH2:25][C:20]1[CH:21]=[N:22][CH:23]=[CH:24][C:19]=1[C:4]1[CH2:3][C:2]([CH3:28])([CH3:1])[CH2:7][CH:6]([N:8]2[C:9](=[O:18])[C:10]3[C:15](=[CH:14][CH:13]=[CH:12][CH:11]=3)[C:16]2=[O:17])[CH:5]=1. The catalyst class is: 285. (8) Reactant: [CH:1]([CH:3]([CH:9]=O)[C:4]([O:6][CH2:7][CH3:8])=[O:5])=O.[NH2:11][C:12]1[NH:16][N:15]=[C:14]([CH:17]2[CH2:22][CH2:21][N:20]([C:23]([O:25][C:26]([CH3:29])([CH3:28])[CH3:27])=[O:24])[CH2:19][CH2:18]2)[CH:13]=1. Product: [C:26]([O:25][C:23]([N:20]1[CH2:21][CH2:22][CH:17]([C:14]2[CH:13]=[C:12]3[N:11]=[CH:9][C:3]([C:4]([O:6][CH2:7][CH3:8])=[O:5])=[CH:1][N:16]3[N:15]=2)[CH2:18][CH2:19]1)=[O:24])([CH3:29])([CH3:27])[CH3:28]. The catalyst class is: 5. (9) Product: [ClH:13].[NH2:9][CH2:8][C:7]1[C:6](=[O:10])[CH:5]=[C:4]([CH3:11])[NH:3][C:2]=1[CH3:1]. The catalyst class is: 470. Reactant: [CH3:1][C:2]1[NH:3][C:4]([CH3:11])=[CH:5][C:6](=[O:10])[C:7]=1[C:8]#[N:9].N.[ClH:13]. (10) Reactant: ClC(Cl)(Cl)CO[C:5](=[O:31])[NH:6][C:7]1[C:8]([CH3:30])=[C:9]([CH2:26][CH2:27][CH2:28][OH:29])[C:10]2[O:14][CH2:13][CH:12]([C:15]3[CH:20]=[CH:19][C:18]([CH:21]([CH3:23])[CH3:22])=[CH:17][CH:16]=3)[C:11]=2[C:24]=1[CH3:25].[NH2:34][CH2:35][CH2:36][OH:37]. Product: [OH:37][CH2:36][CH2:35][NH:34][C:5]([NH:6][C:7]1[C:8]([CH3:30])=[C:9]([CH2:26][CH2:27][CH2:28][OH:29])[C:10]2[O:14][CH2:13][CH:12]([C:15]3[CH:20]=[CH:19][C:18]([CH:21]([CH3:22])[CH3:23])=[CH:17][CH:16]=3)[C:11]=2[C:24]=1[CH3:25])=[O:31]. The catalyst class is: 195.